From a dataset of Full USPTO retrosynthesis dataset with 1.9M reactions from patents (1976-2016). Predict the reactants needed to synthesize the given product. (1) Given the product [CH3:20][C:21]1[NH:24][C:14](=[O:16])[C:13]([CH2:12][N:3]2[C:4](=[O:11])[C:5]3[C:10](=[CH:9][CH:8]=[CH:7][CH:6]=3)[C:2]2=[O:1])=[N:23][N:22]=1, predict the reactants needed to synthesize it. The reactants are: [O:1]=[C:2]1[C:10]2[C:5](=[CH:6][CH:7]=[CH:8][CH:9]=2)[C:4](=[O:11])[N:3]1[CH2:12][C:13](=O)[C:14]([O:16]CC)=O.[CH3:20]/[C:21](/[NH2:24])=[N:22]/[NH2:23].Cl. (2) Given the product [Br:1][C:2]#[C:3][C:4]1[CH:13]=[CH:12][C:7]([C:8]([OH:10])=[O:9])=[CH:6][CH:5]=1, predict the reactants needed to synthesize it. The reactants are: [Br:1][C:2]#[C:3][C:4]1[CH:13]=[CH:12][C:7]([C:8]([O:10]C)=[O:9])=[CH:6][CH:5]=1.[OH-].[Na+]. (3) The reactants are: [Cu][C:2]#[N:3].Br[C:5]1[CH:10]=[C:9]([CH:11]([CH3:13])[CH3:12])[CH:8]=[CH:7][C:6]=1[NH2:14]. Given the product [NH2:14][C:6]1[CH:7]=[CH:8][C:9]([CH:11]([CH3:13])[CH3:12])=[CH:10][C:5]=1[C:2]#[N:3], predict the reactants needed to synthesize it.